Dataset: Catalyst prediction with 721,799 reactions and 888 catalyst types from USPTO. Task: Predict which catalyst facilitates the given reaction. (1) Reactant: [Br:1][C:2]1[N:7]=[C:6]([NH:8][C:9]([C@@H:11]2[CH2:16][C@@H:15]3[C@@H:13]([CH2:14]3)[N:12]2C(OC(C)(C)C)=O)=[O:10])[CH:5]=[CH:4][CH:3]=1.[ClH:24]. Product: [ClH:24].[Br:1][C:2]1[N:7]=[C:6]([NH:8][C:9]([C@@H:11]2[CH2:16][C@@H:15]3[C@@H:13]([CH2:14]3)[NH:12]2)=[O:10])[CH:5]=[CH:4][CH:3]=1. The catalyst class is: 12. (2) Reactant: [NH2:1][C:2]1[CH:10]=[C:9]2[C:5]([C:6]([F:14])([F:13])[O:7][C:8]2([F:12])[F:11])=[CH:4][C:3]=1[OH:15].[C:16](O)(=[O:23])[C:17]1[CH:22]=[CH:21][N:20]=[CH:19][CH:18]=1.CCN=C=NCCCN(C)C.N1C=CC=CC=1. Product: [F:13][C:6]1([F:14])[C:5]2[C:9](=[CH:10][C:2]([NH:1][C:16](=[O:23])[C:17]3[CH:22]=[CH:21][N:20]=[CH:19][CH:18]=3)=[C:3]([OH:15])[CH:4]=2)[C:8]([F:11])([F:12])[O:7]1. The catalyst class is: 6. (3) Reactant: FC(F)(F)C(O)=O.[S:8]1[C:12]([CH:13]([C:15]2[O:19][C:18]([CH3:20])=[C:17]([CH3:21])[CH:16]=2)O)=[CH:11][C:10]2[CH:22]=[CH:23][CH:24]=[CH:25][C:9]1=2.[BH4-].[Na+]. Product: [S:8]1[C:12]([CH2:13][C:15]2[O:19][C:18]([CH3:20])=[C:17]([CH3:21])[CH:16]=2)=[CH:11][C:10]2[CH:22]=[CH:23][CH:24]=[CH:25][C:9]1=2. The catalyst class is: 534. (4) Reactant: N[C:2]1[CH:3]=[CH:4][C:5]([CH3:10])=[C:6]([CH:9]=1)[C:7]#[N:8].N([O-])=O.[Na+].[BrH:15]. Product: [Br:15][C:2]1[CH:3]=[CH:4][C:5]([CH3:10])=[C:6]([CH:9]=1)[C:7]#[N:8]. The catalyst class is: 6. (5) The catalyst class is: 868. Reactant: [CH3:1][CH2:2][CH2:3][CH2:4][CH2:5][N:6]([CH2:8][CH2:9][C:10]([P:16]([OH:19])([OH:18])=[O:17])([P:12]([OH:15])([OH:14])=[O:13])[OH:11])[CH3:7].C(=O)([O-])O.[Na+:24]. Product: [CH3:1][CH2:2][CH2:3][CH2:4][CH2:5][N:6]([CH2:8][CH2:9][C:10]([P:16]([O-:19])([OH:18])=[O:17])([P:12]([OH:15])([OH:14])=[O:13])[OH:11])[CH3:7].[Na+:24].